Dataset: Full USPTO retrosynthesis dataset with 1.9M reactions from patents (1976-2016). Task: Predict the reactants needed to synthesize the given product. Given the product [CH2:29]([C:26]1[CH:27]=[CH:28][C:23]([C:21]2[O:20][N:19]=[C:18]([C:15]3[N:16]=[CH:17][C:12]([CH2:11][NH:10][C@@H:8]4[CH2:7][C@H:6]([C:4]([OH:5])=[O:3])[CH2:9]4)=[N:13][CH:14]=3)[N:22]=2)=[CH:24][CH:25]=1)[CH:30]([CH3:32])[CH3:31], predict the reactants needed to synthesize it. The reactants are: C([O:3][C:4]([CH:6]1[CH2:9][CH:8]([NH:10][CH2:11][C:12]2[CH:17]=[N:16][C:15]([C:18]3[N:22]=[C:21]([C:23]4[CH:28]=[CH:27][C:26]([CH2:29][CH:30]([CH3:32])[CH3:31])=[CH:25][CH:24]=4)[O:20][N:19]=3)=[CH:14][N:13]=2)[CH2:7]1)=[O:5])C.[OH-].[Na+].